From a dataset of Forward reaction prediction with 1.9M reactions from USPTO patents (1976-2016). Predict the product of the given reaction. (1) Given the reactants [C:1]([O:5][C:6](=[O:20])[C:7]1[CH:12]=[CH:11][C:10]([C:13]2[CH:18]=[CH:17][C:16]([CH3:19])=[CH:15][CH:14]=2)=[CH:9][CH:8]=1)([CH3:4])([CH3:3])[CH3:2].[Br:21]N1C(=O)CCC1=O.C(OOC(=O)C1C=CC=CC=1)(=O)C1C=CC=CC=1, predict the reaction product. The product is: [C:1]([O:5][C:6]([C:7]1[CH:12]=[CH:11][C:10]([C:13]2[CH:14]=[CH:15][C:16]([CH2:19][Br:21])=[CH:17][CH:18]=2)=[CH:9][CH:8]=1)=[O:20])([CH3:4])([CH3:3])[CH3:2]. (2) Given the reactants [C:1]([OH:10])(=[O:9])[C:2]1[C:3](=[CH:5][CH:6]=[CH:7][CH:8]=1)[NH2:4].[Br:11][C:12]1[CH:17]=[C:16]([CH:18]=O)[CH:15]=[CH:14][N:13]=1, predict the reaction product. The product is: [Br:11][C:12]1[CH:17]=[C:16]([CH2:18][NH:4][C:3]2[CH:5]=[CH:6][CH:7]=[CH:8][C:2]=2[C:1]([OH:10])=[O:9])[CH:15]=[CH:14][N:13]=1. (3) Given the reactants [C:1]([O:5][C:6](=[O:39])[NH:7][CH:8]1[CH2:13][CH2:12][CH:11]([NH:14][C:15]2[N:20]=[C:19]3[N:21]([CH2:31][O:32][CH2:33][CH2:34][Si:35]([CH3:38])([CH3:37])[CH3:36])[N:22]=[C:23]([C:24]4[CH:29]=[CH:28][CH:27]=[C:26](Br)[N:25]=4)[C:18]3=[CH:17][N:16]=2)[CH2:10][CH2:9]1)([CH3:4])([CH3:3])[CH3:2].[S:40]1[CH:44]=[CH:43][C:42](NC)=[CH:41]1.[CH3:47][N:48](C1C(C2C(P(C3CCCCC3)C3CCCCC3)=CC=CC=2)=CC=CC=1)C.C(O[Na])(C)(C)C, predict the reaction product. The product is: [C:1]([O:5][C:6](=[O:39])[NH:7][CH:8]1[CH2:13][CH2:12][CH:11]([NH:14][C:15]2[N:20]=[C:19]3[N:21]([CH2:31][O:32][CH2:33][CH2:34][Si:35]([CH3:38])([CH3:37])[CH3:36])[N:22]=[C:23]([C:24]4[CH:29]=[CH:28][CH:27]=[C:26]([NH:48][CH2:47][C:42]5[CH:43]=[CH:44][S:40][CH:41]=5)[N:25]=4)[C:18]3=[CH:17][N:16]=2)[CH2:10][CH2:9]1)([CH3:4])([CH3:3])[CH3:2]. (4) The product is: [CH3:33][O:32][C:31]1[CH:30]=[C:29]([C:2]2[N:7]=[C:6]3[CH:8]([O:22][CH3:23])[N:9]([C:12]4[CH:13]=[N:14][N:15]([CH2:17][C:18]([F:21])([F:20])[F:19])[CH:16]=4)[C:10](=[O:11])[C:5]3=[CH:4][CH:3]=2)[CH:28]=[N:27][C:26]=1[O:25][CH3:24]. Given the reactants Cl[C:2]1[N:7]=[C:6]2[CH:8]([O:22][CH3:23])[N:9]([C:12]3[CH:13]=[N:14][N:15]([CH2:17][C:18]([F:21])([F:20])[F:19])[CH:16]=3)[C:10](=[O:11])[C:5]2=[CH:4][CH:3]=1.[CH3:24][O:25][C:26]1[C:31]([O:32][CH3:33])=[CH:30][C:29](B2OC(C)(C)C(C)(C)O2)=[CH:28][N:27]=1.C([O-])([O-])=O.[Na+].[Na+].CN(C=O)C, predict the reaction product. (5) Given the reactants [F:1][C:2]1[CH:3]=[C:4]([C:17]2[CH:22]=[CH:21][C:20]([CH:23]([N:25]3[CH2:29][CH2:28][CH2:27][CH2:26]3)[CH3:24])=[CH:19][CH:18]=2)[CH:5]=[C:6]([F:16])[C:7]=1[C:8]1[CH:9]=[N:10][C:11]([O:14]C)=[N:12][CH:13]=1.Br, predict the reaction product. The product is: [F:16][C:6]1[CH:5]=[C:4]([C:17]2[CH:18]=[CH:19][C:20]([CH:23]([N:25]3[CH2:26][CH2:27][CH2:28][CH2:29]3)[CH3:24])=[CH:21][CH:22]=2)[CH:3]=[C:2]([F:1])[C:7]=1[C:8]1[CH:9]=[N:10][C:11]([OH:14])=[N:12][CH:13]=1. (6) The product is: [Br:1][C:2]1[C:7]([F:8])=[CH:6][CH:5]=[CH:4][N+:3]=1[O-:17]. Given the reactants [Br:1][C:2]1[C:7]([F:8])=[CH:6][CH:5]=[CH:4][N:3]=1.ClC1C=CC=C(C(OO)=[O:17])C=1, predict the reaction product. (7) Given the reactants [C:1]1([C:7]#[CH:8])[CH:6]=[CH:5][CH:4]=[CH:3][CH:2]=1.ClC1C=[C:15]([OH:17])C=CC=1O.[CH3:18][OH:19], predict the reaction product. The product is: [C:1]1([C:7]#[C:8][C:18]([O:17][CH3:15])=[O:19])[CH:6]=[CH:5][CH:4]=[CH:3][CH:2]=1.